From a dataset of Full USPTO retrosynthesis dataset with 1.9M reactions from patents (1976-2016). Predict the reactants needed to synthesize the given product. (1) Given the product [O:12]1[C:16]2[CH:17]=[C:18]([CH:21]3[CH2:26][CH2:25][CH:24]([N:27]4[CH2:30][CH:29]([NH:31][C:41]([CH2:40][NH:39][C:37](=[O:38])[C:36]5[CH:44]=[CH:45][CH:46]=[C:34]([C:33]([F:48])([F:32])[F:47])[CH:35]=5)=[O:42])[CH2:28]4)[CH2:23][CH2:22]3)[CH:19]=[CH:20][C:15]=2[CH2:14][CH2:13]1, predict the reactants needed to synthesize it. The reactants are: CCN=C=NCCCN(C)C.[O:12]1[C:16]2[CH:17]=[C:18]([C:21]3[CH2:26][CH2:25][CH:24]([N:27]4[CH2:30][CH:29]([NH2:31])[CH2:28]4)[CH2:23][CH:22]=3)[CH:19]=[CH:20][C:15]=2[CH2:14][CH2:13]1.[F:32][C:33]([F:48])([F:47])[C:34]1[CH:35]=[C:36]([CH:44]=[CH:45][CH:46]=1)[C:37]([NH:39][CH2:40][C:41](O)=[O:42])=[O:38]. (2) Given the product [CH3:15][C@H:10]1[O:11][C@@H:12]([CH3:14])[CH2:13][N:8]([C:5]2[C:4]([CH:16]=[O:17])=[CH:3][C:2]([C:21]3[CH:22]=[CH:23][CH:24]=[CH:25][C:20]=3[O:19][CH3:18])=[CH:7][N:6]=2)[CH2:9]1, predict the reactants needed to synthesize it. The reactants are: Br[C:2]1[CH:3]=[C:4]([CH:16]=[O:17])[C:5]([N:8]2[CH2:13][C@@H:12]([CH3:14])[O:11][C@@H:10]([CH3:15])[CH2:9]2)=[N:6][CH:7]=1.[CH3:18][O:19][C:20]1[CH:25]=[CH:24][CH:23]=[CH:22][C:21]=1B(O)O. (3) Given the product [CH:2]([C:3]1[CH:15]=[CH:14][CH:13]=[C:12]([N+:16]([O-:18])=[O:17])[C:4]=1[C:5]([O:7][C:8]([CH3:11])([CH3:10])[CH3:9])=[O:6])=[O:23], predict the reactants needed to synthesize it. The reactants are: Br[CH2:2][C:3]1[CH:15]=[CH:14][CH:13]=[C:12]([N+:16]([O-:18])=[O:17])[C:4]=1[C:5]([O:7][C:8]([CH3:11])([CH3:10])[CH3:9])=[O:6].C[N+]1([O-])CC[O:23]CC1. (4) Given the product [Cl:17][C:7]1[N:6]=[C:5]([C:11]2[CH:16]=[CH:15][CH:14]=[CH:13][CH:12]=2)[C:4]([N+:1]([O-:3])=[O:2])=[CH:9][CH:8]=1, predict the reactants needed to synthesize it. The reactants are: [N+:1]([C:4]1[C:5]([C:11]2[CH:16]=[CH:15][CH:14]=[CH:13][CH:12]=2)=[N+:6]([O-])[CH:7]=[CH:8][CH:9]=1)([O-:3])=[O:2].[Cl-:17].[P+]=O. (5) Given the product [Cl:1][C:2]1[CH:7]=[CH:6][CH:5]=[CH:4][C:3]=1[CH2:8][O:9][C:10]1[C:15]([O:16][CH2:17][C:18]2[CH:23]=[CH:22][CH:21]=[CH:20][C:19]=2[Cl:24])=[CH:14][CH:13]=[CH:12][C:11]=1[CH:25]([F:36])[C:26]([OH:28])=[O:27], predict the reactants needed to synthesize it. The reactants are: [Cl:1][C:2]1[CH:7]=[CH:6][CH:5]=[CH:4][C:3]=1[CH2:8][O:9][C:10]1[C:15]([O:16][CH2:17][C:18]2[CH:23]=[CH:22][CH:21]=[CH:20][C:19]=2[Cl:24])=[CH:14][CH:13]=[CH:12][C:11]=1[CH:25](O)[C:26]([OH:28])=[O:27].C(N(S(F)(F)[F:36])CC)C.